This data is from Forward reaction prediction with 1.9M reactions from USPTO patents (1976-2016). The task is: Predict the product of the given reaction. (1) The product is: [OH:26][CH2:25][CH2:24][CH2:23][CH2:22][CH2:21][CH2:20][C:7]1[C:6]2[CH:27]=[CH:28][C:3]([OH:2])=[CH:4][C:5]=2[CH2:11][CH2:10][CH2:9][C:8]=1[C:12]1[CH:17]=[CH:16][CH:15]=[C:14]([OH:18])[CH:13]=1. Given the reactants C[O:2][C:3]1[CH:28]=[CH:27][C:6]2[C:7]([CH2:20][CH2:21][CH2:22][CH2:23][CH2:24][CH2:25][OH:26])=[C:8]([C:12]3[CH:17]=[CH:16][CH:15]=[C:14]([O:18]C)[CH:13]=3)[CH2:9][CH2:10][CH2:11][C:5]=2[CH:4]=1.C[S-].[Na+], predict the reaction product. (2) Given the reactants [CH2:1]([C:3]1[CH:24]=[CH:23][CH:22]=[C:21]([CH3:25])[C:4]=1[CH2:5][NH:6][C:7]1[C:12]2[N:13]=[C:14]([CH3:17])[N:15]([CH3:16])[C:11]=2[CH:10]=[C:9]([C:18]([OH:20])=O)[N:8]=1)[CH3:2].F[B-](F)(F)F.[N:31]1(OC(N(C)C)=[N+](C)C)[C:35]2C=CC=CC=2N=N1.CN.O, predict the reaction product. The product is: [CH3:35][NH:31][C:18]([C:9]1[N:8]=[C:7]([NH:6][CH2:5][C:4]2[C:21]([CH3:25])=[CH:22][CH:23]=[CH:24][C:3]=2[CH2:1][CH3:2])[C:12]2[N:13]=[C:14]([CH3:17])[N:15]([CH3:16])[C:11]=2[CH:10]=1)=[O:20]. (3) Given the reactants [CH2:1]([O:8][C:9]1[CH:10]=[C:11]([O:23][C:24]2[CH:29]=[CH:28][C:27]([S:30]([CH3:33])(=[O:32])=[O:31])=[CH:26][CH:25]=2)[CH:12]=[C:13]2[C:17]=1[NH:16][C:15]([C:18]([O:20]CC)=[O:19])=[CH:14]2)[C:2]1[CH:7]=[CH:6][CH:5]=[CH:4][CH:3]=1, predict the reaction product. The product is: [CH2:1]([O:8][C:9]1[CH:10]=[C:11]([O:23][C:24]2[CH:25]=[CH:26][C:27]([S:30]([CH3:33])(=[O:32])=[O:31])=[CH:28][CH:29]=2)[CH:12]=[C:13]2[C:17]=1[NH:16][C:15]([C:18]([OH:20])=[O:19])=[CH:14]2)[C:2]1[CH:7]=[CH:6][CH:5]=[CH:4][CH:3]=1. (4) Given the reactants [CH3:1][O:2][C:3]1[CH:4]=[C:5]2[C:9](=[CH:10][CH:11]=1)[NH:8][CH:7]=[C:6]2[CH2:12][CH2:13][CH2:14][C:15](OCC)=[O:16].[H-].[Al+3].[Li+].[H-].[H-].[H-], predict the reaction product. The product is: [CH3:1][O:2][C:3]1[CH:4]=[C:5]2[C:9](=[CH:10][CH:11]=1)[NH:8][CH:7]=[C:6]2[CH2:12][CH2:13][CH2:14][CH2:15][OH:16]. (5) Given the reactants C(O[C:6]([N:8]1[CH2:13][CH2:12][CH:11]([C:14]2[C:23]3[C:18](=[CH:19][C:20]([O:24][CH2:25][CH2:26][CH2:27][O:28][S:29]([CH3:32])(=[O:31])=[O:30])=[CH:21][CH:22]=3)[N:17]=[CH:16][N:15]=2)[CH2:10][CH2:9]1)=[O:7])(C)(C)C.Cl.CO.[N+](C1C=CC(OC(=O)[NH:47][C:48]2[CH:53]=[CH:52][C:51]([O:54][CH:55]([CH3:57])[CH3:56])=[CH:50][CH:49]=2)=CC=1)([O-])=O, predict the reaction product. The product is: [CH:55]([O:54][C:51]1[CH:52]=[CH:53][C:48]([NH:47][C:6]([N:8]2[CH2:13][CH2:12][CH:11]([C:14]3[C:23]4[C:18](=[CH:19][C:20]([O:24][CH2:25][CH2:26][CH2:27][O:28][S:29]([CH3:32])(=[O:31])=[O:30])=[CH:21][CH:22]=4)[N:17]=[CH:16][N:15]=3)[CH2:10][CH2:9]2)=[O:7])=[CH:49][CH:50]=1)([CH3:57])[CH3:56]. (6) Given the reactants [I:1][C:2]1[CH:3]=[C:4]([CH:6]=[CH:7][CH:8]=1)[NH2:5].[CH2:9]([O:11][C:12](=[O:26])[CH:13]([CH2:17][C:18](=O)[C:19]1[CH:24]=[CH:23][CH:22]=[CH:21][CH:20]=1)[C:14](=O)[CH3:15])[CH3:10].CC1C=CC(S(O)(=O)=O)=CC=1, predict the reaction product. The product is: [CH2:9]([O:11][C:12]([C:13]1[CH:17]=[C:18]([C:19]2[CH:20]=[CH:21][CH:22]=[CH:23][CH:24]=2)[N:5]([C:4]2[CH:6]=[CH:7][CH:8]=[C:2]([I:1])[CH:3]=2)[C:14]=1[CH3:15])=[O:26])[CH3:10]. (7) Given the reactants NC[C:3]1[CH:17]=[CH:16][C:6]([C:7]([NH:9]C2C=NC=CC=2)=[O:8])=[CH:5][CH:4]=1.N1N=C(S(Cl)(=O)=O)NC=1, predict the reaction product. The product is: [C:7]([NH2:9])(=[O:8])[C:6]1[CH:16]=[CH:17][CH:3]=[CH:4][CH:5]=1. (8) Given the reactants [CH2:1]([O:3][CH:4]([O:19][CH2:20][CH3:21])[C:5]1[N:6]=[C:7]2[C:12]([C:13](OCC)=[O:14])=[CH:11][CH:10]=[CH:9][N:8]2[CH:18]=1)[CH3:2].[K+].[Br-], predict the reaction product. The product is: [CH2:1]([O:3][CH:4]([O:19][CH2:20][CH3:21])[C:5]1[N:6]=[C:7]2[C:12]([CH2:13][OH:14])=[CH:11][CH:10]=[CH:9][N:8]2[CH:18]=1)[CH3:2]. (9) Given the reactants [Cl:1][C:2]1[CH:3]=[CH:4][C:5]([O:32][CH:33]([F:35])[F:34])=[C:6]([C:8]2[C:12]([NH:13][C:14]([C:16]3[CH:17]=[N:18][N:19]4[CH:24]=[CH:23][CH:22]=[N:21][C:20]=34)=[O:15])=[CH:11][N:10]([CH2:25][CH2:26][NH:27][CH2:28][CH2:29]SC)[N:9]=2)[CH:7]=1.BrCCN1[CH:43]=[C:42](NC(C2C=NN3C=CC=NC=23)=O)[C:41]([C:56]2C=C(Cl)C=C[C:57]=2OC(F)F)=N1.C1(CN)C=CC=CC=1, predict the reaction product. The product is: [CH2:28]([NH:27][CH2:26][CH2:25][N:10]1[CH:11]=[C:12]([NH:13][C:14]([C:16]2[CH:17]=[N:18][N:19]3[CH:24]=[CH:23][CH:22]=[N:21][C:20]=23)=[O:15])[C:8]([C:6]2[CH:7]=[C:2]([Cl:1])[CH:3]=[CH:4][C:5]=2[O:32][CH:33]([F:35])[F:34])=[N:9]1)[C:29]1[CH:57]=[CH:56][CH:41]=[CH:42][CH:43]=1. (10) Given the reactants C(OC(=O)[NH:7][C@@H:8]1[C@@H:13]([OH:14])[C@H:12]([CH2:15][C:16]2[CH:21]=[CH:20][C:19]([NH2:22])=[C:18]([Br:23])[CH:17]=2)[CH2:11][S:10](=[O:24])[CH2:9]1)(C)(C)C.C(O)(C(F)(F)F)=O, predict the reaction product. The product is: [NH2:7][C@@H:8]1[C@@H:13]([OH:14])[C@H:12]([CH2:15][C:16]2[CH:21]=[CH:20][C:19]([NH2:22])=[C:18]([Br:23])[CH:17]=2)[CH2:11][S:10](=[O:24])[CH2:9]1.